Dataset: Catalyst prediction with 721,799 reactions and 888 catalyst types from USPTO. Task: Predict which catalyst facilitates the given reaction. (1) Reactant: Br[CH2:2][CH2:3][CH2:4][CH2:5][N:6]1[C:14]([O:15][CH3:16])=[N:13][C:12]2[C:7]1=[N:8][C:9]([O:18][CH2:19][CH2:20][CH2:21][CH3:22])=[N:10][C:11]=2[NH2:17].[CH3:23][O:24][CH2:25][CH2:26][NH2:27]. Product: [CH2:19]([O:18][C:9]1[N:8]=[C:7]2[C:12]([N:13]=[C:14]([O:15][CH3:16])[N:6]2[CH2:5][CH2:4][CH2:3][CH2:2][NH:27][CH2:26][CH2:25][O:24][CH3:23])=[C:11]([NH2:17])[N:10]=1)[CH2:20][CH2:21][CH3:22]. The catalyst class is: 10. (2) Reactant: [O:1]=[C:2]([CH2:9][CH2:10][C:11]1[CH:16]=[CH:15][CH:14]=[CH:13][CH:12]=1)[CH2:3][C:4]([O:6][CH2:7][CH3:8])=[O:5].I[CH:18]([CH3:20])[CH3:19].C([O-])([O-])=O.[K+].[K+]. Product: [CH:18]([CH:3]([C:2](=[O:1])[CH2:9][CH2:10][C:11]1[CH:12]=[CH:13][CH:14]=[CH:15][CH:16]=1)[C:4]([O:6][CH2:7][CH3:8])=[O:5])([CH3:20])[CH3:19]. The catalyst class is: 3. (3) Reactant: [C:1]([C:4]1[C:13](=[O:14])[C:12]2[C:7](=[C:8]([Br:15])[CH:9]=[CH:10][CH:11]=2)[NH:6][CH:5]=1)(=[O:3])[CH3:2].[C:16]([O-])([O-])=O.[K+].[K+].IC. Product: [C:1]([C:4]1[C:13](=[O:14])[C:12]2[C:7](=[C:8]([Br:15])[CH:9]=[CH:10][CH:11]=2)[N:6]([CH3:16])[CH:5]=1)(=[O:3])[CH3:2]. The catalyst class is: 9. (4) Reactant: Br[C:2]1[N:6]=[C:5]([N:7]([CH2:12][CH:13]2[CH2:15][CH2:14]2)[CH2:8][CH:9]2[CH2:11][CH2:10]2)[N:4]([CH3:16])[N:3]=1.C(=O)([O-])[O-].[Cs+].[Cs+].CC1(C)C2C(=C(P(C3C=CC=CC=3)C3C=CC=CC=3)C=CC=2)OC2C(P(C3C=CC=CC=3)C3C=CC=CC=3)=CC=CC1=2.Cl.Cl.[CH3:67][O:68][C:69]1[CH:70]=[C:71]([CH:73]=[CH:74][C:75]=1[N:76]1[CH:80]=[C:79]([CH3:81])[N:78]=[CH:77]1)[NH2:72]. Product: [CH:9]1([CH2:8][N:7]([CH2:12][CH:13]2[CH2:15][CH2:14]2)[C:5]2[N:4]([CH3:16])[N:3]=[C:2]([NH:72][C:71]3[CH:73]=[CH:74][C:75]([N:76]4[CH:80]=[C:79]([CH3:81])[N:78]=[CH:77]4)=[C:69]([O:68][CH3:67])[CH:70]=3)[N:6]=2)[CH2:11][CH2:10]1. The catalyst class is: 160. (5) Reactant: [Cl:1][C:2]1[N:7]=[C:6]([Cl:8])[C:5]([C:9]([OH:11])=O)=[CH:4][N:3]=1.[N+:12]([C:15]1[N:20]=[C:19]([S:21]([NH2:24])(=[O:23])=[O:22])[CH:18]=[CH:17][CH:16]=1)([O-:14])=[O:13].CN(C)C. The catalyst class is: 309. Product: [Cl:1][C:2]1[N:7]=[C:6]([Cl:8])[C:5]([C:9]([NH:24][S:21]([C:19]2[CH:18]=[CH:17][CH:16]=[C:15]([N+:12]([O-:14])=[O:13])[N:20]=2)(=[O:22])=[O:23])=[O:11])=[CH:4][N:3]=1. (6) Reactant: [Br:1]C1C2C(=CC=CC=2)NN=1.[Cl-].[NH4+:12].CCN(C(C)C)[CH:16]([CH3:18])[CH3:17].CN(C(ON1N=[N:37][C:32]2[CH:33]=[CH:34][CH:35]=[N:36][C:31]1=2)=[N+](C)C)C.F[P-](F)(F)(F)(F)F.[Li+].[OH-:47]. Product: [Br:1][C:31]1[CH:17]=[CH:16][CH:18]=[C:33]2[C:32]=1[NH:37][N:12]=[C:34]2[C:35]([NH2:36])=[O:47]. The catalyst class is: 18. (7) Reactant: [NH:1]1[C:9]2[C:4](=[CH:5][CH:6]=[CH:7][CH:8]=2)[C:3](/[CH:10]=[C:11]2\[O:12][C:13]3[C:20](/[CH:21]=[CH:22]/[CH2:23][CH:24]4[CH2:29][CH2:28][N:27](C(OC(C)(C)C)=O)[CH2:26][CH2:25]4)=[C:19]([O:37][CH3:38])[CH:18]=[CH:17][C:14]=3[C:15]\2=[O:16])=[N:2]1.Cl. Product: [NH:1]1[C:9]2[C:4](=[CH:5][CH:6]=[CH:7][CH:8]=2)[C:3](/[CH:10]=[C:11]2\[O:12][C:13]3[C:20](/[CH:21]=[CH:22]/[CH2:23][CH:24]4[CH2:29][CH2:28][NH:27][CH2:26][CH2:25]4)=[C:19]([O:37][CH3:38])[CH:18]=[CH:17][C:14]=3[C:15]\2=[O:16])=[N:2]1. The catalyst class is: 135. (8) Reactant: Br[C:2]1[N:7]=[C:6]([Cl:8])[C:5]2[N:9]=[C:10]([C:14]3[C:15]([NH2:19])=[N:16][O:17][N:18]=3)[N:11]([CH2:12][CH3:13])[C:4]=2[CH:3]=1.C([O-])([O-])=O.[K+].[K+].O1CCO[CH2:28][CH2:27]1. Product: [Cl:8][C:6]1[C:5]2[N:9]=[C:10]([C:14]3[C:15]([NH2:19])=[N:16][O:17][N:18]=3)[N:11]([CH2:12][CH3:13])[C:4]=2[CH:3]=[C:2]([CH:27]=[CH2:28])[N:7]=1. The catalyst class is: 257.